Dataset: Forward reaction prediction with 1.9M reactions from USPTO patents (1976-2016). Task: Predict the product of the given reaction. (1) Given the reactants [Cl:1][C:2]1[CH:10]=[CH:9][CH:8]=[C:7]2[C:3]=1[C:4](=[O:22])[C:5](=[O:21])[N:6]2[CH:11]([CH2:15][CH:16]1[CH2:20][CH2:19][CH2:18][CH2:17]1)[C:12](O)=[O:13].[S:23]1[CH:27]=[CH:26][N:25]=[C:24]1[NH2:28].C(N(CC)C(C)C)(C)C.F[P-](F)(F)(F)(F)F.N1(O[P+](N(C)C)(N(C)C)N(C)C)C2C=CC=CC=2N=N1, predict the reaction product. The product is: [Cl:1][C:2]1[CH:10]=[CH:9][CH:8]=[C:7]2[C:3]=1[C:4](=[O:22])[C:5](=[O:21])[N:6]2[CH:11]([CH2:15][CH:16]1[CH2:20][CH2:19][CH2:18][CH2:17]1)[C:12]([NH:28][C:24]1[S:23][CH:27]=[CH:26][N:25]=1)=[O:13]. (2) Given the reactants Cl[CH2:2][C:3]1[CH:8]=[CH:7][C:6]([C:9]2[C:13]([NH:14][C:15](=[O:26])[O:16][CH:17]([C:19]3[CH:24]=[CH:23][CH:22]=[CH:21][C:20]=3[Cl:25])[CH3:18])=[CH:12][O:11][N:10]=2)=[CH:5][CH:4]=1.[SH:27][CH2:28][CH2:29][C:30]([O:32][CH3:33])=[O:31].C(N(CC)CC)C, predict the reaction product. The product is: [Cl:25][C:20]1[CH:21]=[CH:22][CH:23]=[CH:24][C:19]=1[CH:17]([O:16][C:15]([NH:14][C:13]1[C:9]([C:6]2[CH:7]=[CH:8][C:3]([CH2:2][S:27][CH2:28][CH2:29][C:30]([O:32][CH3:33])=[O:31])=[CH:4][CH:5]=2)=[N:10][O:11][CH:12]=1)=[O:26])[CH3:18]. (3) Given the reactants [Si]([O:8][CH2:9][CH2:10][NH:11][C:12]1[N:17]=[CH:16][C:15]([C:18]2[CH:23]=[C:22]([CH:24]3[CH2:26][CH2:25]3)[CH:21]=[C:20]([Cl:27])[N:19]=2)=[CH:14][CH:13]=1)(C(C)(C)C)(C)C.Cl.C(O)C.[OH-].[Na+], predict the reaction product. The product is: [Cl:27][C:20]1[N:19]=[C:18]([C:15]2[CH:16]=[N:17][C:12]([NH:11][CH2:10][CH2:9][OH:8])=[CH:13][CH:14]=2)[CH:23]=[C:22]([CH:24]2[CH2:26][CH2:25]2)[CH:21]=1. (4) Given the reactants [C:1]([NH:5][S:6]([C:9]1[CH:31]=[CH:30][C:12]2[C:13]([NH:16][CH2:17][CH2:18][CH2:19][NH:20][C:21](=[O:29])[C:22]3[CH:27]=[CH:26][C:25](I)=[CH:24][CH:23]=3)=[N:14][S:15][C:11]=2[CH:10]=1)(=[O:8])=[O:7])([CH3:4])([CH3:3])[CH3:2].[CH3:32][O:33][C:34]1[CH:39]=[CH:38][C:37](B(O)O)=[CH:36][CH:35]=1.C(=O)([O-])[O-].[Na+].[Na+], predict the reaction product. The product is: [C:1]([NH:5][S:6]([C:9]1[CH:31]=[CH:30][C:12]2[C:13]([NH:16][CH2:17][CH2:18][CH2:19][NH:20][C:21]([C:22]3[CH:27]=[CH:26][C:25]([C:37]4[CH:38]=[CH:39][C:34]([O:33][CH3:32])=[CH:35][CH:36]=4)=[CH:24][CH:23]=3)=[O:29])=[N:14][S:15][C:11]=2[CH:10]=1)(=[O:8])=[O:7])([CH3:4])([CH3:3])[CH3:2]. (5) Given the reactants [CH2:1]([O:8][C:9](=[O:36])[NH:10][CH2:11][CH2:12][CH2:13][CH2:14][C@H:15]([NH:27][C:28]([C@H:30]1[CH2:35][CH2:34][CH2:33][NH:32][CH2:31]1)=[O:29])[C:16]([C:18]1[S:19][C:20]2[CH:26]=[CH:25][CH:24]=[CH:23][C:21]=2[N:22]=1)=[O:17])[C:2]1[CH:7]=[CH:6][CH:5]=[CH:4][CH:3]=1.[C:37]1([CH2:43][CH2:44][C:45](Cl)=[O:46])[CH:42]=[CH:41][CH:40]=[CH:39][CH:38]=1, predict the reaction product. The product is: [CH2:1]([O:8][C:9](=[O:36])[NH:10][CH2:11][CH2:12][CH2:13][CH2:14][C@H:15]([NH:27][C:28]([C@H:30]1[CH2:35][CH2:34][CH2:33][N:32]([C:45](=[O:46])[CH2:44][CH2:43][C:37]2[CH:42]=[CH:41][CH:40]=[CH:39][CH:38]=2)[CH2:31]1)=[O:29])[C:16]([C:18]1[S:19][C:20]2[CH:26]=[CH:25][CH:24]=[CH:23][C:21]=2[N:22]=1)=[O:17])[C:2]1[CH:3]=[CH:4][CH:5]=[CH:6][CH:7]=1. (6) The product is: [CH3:1][O:2][C:3]([C:5]1([CH2:10][CH2:11][CH2:12][CH2:13][S:16][CH3:15])[CH2:9][CH2:8][CH2:7][CH2:6]1)=[O:4]. Given the reactants [CH3:1][O:2][C:3]([C:5]1([CH2:10][CH2:11][CH2:12][CH2:13]Br)[CH2:9][CH2:8][CH2:7][CH2:6]1)=[O:4].[CH3:15][S-:16].[Na+].O, predict the reaction product. (7) Given the reactants [CH3:1][C:2]1[C:10]2[C:5](=[CH:6][C:7]([N+:11]([O-:13])=[O:12])=[CH:8][CH:9]=2)[NH:4][N:3]=1.C(Cl)Cl.[CH3:17][C:18]([O:21][C:22](O[C:22]([O:21][C:18]([CH3:20])([CH3:19])[CH3:17])=[O:23])=[O:23])([CH3:20])[CH3:19], predict the reaction product. The product is: [CH3:1][C:2]1[C:10]2[C:5](=[CH:6][C:7]([N+:11]([O-:13])=[O:12])=[CH:8][CH:9]=2)[N:4]([C:22]([O:21][C:18]([CH3:20])([CH3:19])[CH3:17])=[O:23])[N:3]=1.